Dataset: Full USPTO retrosynthesis dataset with 1.9M reactions from patents (1976-2016). Task: Predict the reactants needed to synthesize the given product. (1) The reactants are: [Br:1][C:2]1[CH:3]=[C:4](C(=O)C(Cl)(Cl)Cl)[NH:5][CH:6]=1.[CH3:13][O-:14].[Na+].[CH3:16][OH:17]. Given the product [Br:1][C:2]1[CH:3]=[C:4]([C:13]([O:17][CH3:16])=[O:14])[NH:5][CH:6]=1, predict the reactants needed to synthesize it. (2) Given the product [CH2:1]([O:8][C:9]1[C:10]([N:22]([CH2:34][CH2:35][CH3:36])[C:23]2[CH:24]=[CH:25][C:26]([C:27]([O:29][CH2:30][CH3:31])=[O:28])=[CH:32][CH:33]=2)=[CH:11][C:12]2[C:13]([CH3:21])=[CH:14][CH2:15][C:16]([CH3:19])([CH3:20])[C:17]=2[CH:18]=1)[C:2]1[CH:7]=[CH:6][CH:5]=[CH:4][CH:3]=1, predict the reactants needed to synthesize it. The reactants are: [CH2:1]([O:8][C:9]1[C:10]([NH:22][C:23]2[CH:33]=[CH:32][C:26]([C:27]([O:29][CH2:30][CH3:31])=[O:28])=[CH:25][CH:24]=2)=[CH:11][C:12]2[C:13]([CH3:21])=[CH:14][CH2:15][C:16]([CH3:20])([CH3:19])[C:17]=2[CH:18]=1)[C:2]1[CH:7]=[CH:6][CH:5]=[CH:4][CH:3]=1.[CH:34](=O)[CH2:35][CH3:36]. (3) Given the product [C:16]([O:15][C:13](=[O:14])[NH:20][CH2:21][CH2:22][NH:23][C:4]1[S:5][C:6]([C:7]#[N:8])=[C:2]([NH2:1])[N:3]=1)([CH3:19])([CH3:17])[CH3:18], predict the reactants needed to synthesize it. The reactants are: [NH2:1][C:2]1[N:3]=[C:4](S(C)(=O)=O)[S:5][C:6]=1[C:7]#[N:8].[C:13]([NH:20][CH2:21][CH2:22][NH2:23])([O:15][C:16]([CH3:19])([CH3:18])[CH3:17])=[O:14].CCN(C(C)C)C(C)C.O. (4) The reactants are: [H-].[Al+3].[Li+].[H-].[H-].[H-].[Cl:7][C:8]1[CH:9]=[C:10]([NH:14][C:15]([C:17]2[S:21][CH:20]=[N:19][C:18]=2[CH3:22])=O)[CH:11]=[CH:12][CH:13]=1.O.O.O.O.O.O.O.O.O.O.S([O-])([O-])(=O)=O.[Na+].[Na+]. Given the product [Cl:7][C:8]1[CH:9]=[C:10]([CH:11]=[CH:12][CH:13]=1)[NH:14][CH2:15][C:17]1[S:21][CH:20]=[N:19][C:18]=1[CH3:22], predict the reactants needed to synthesize it. (5) Given the product [Br:1][C:2]1[CH:3]=[N:4][N:5]([CH3:16])[C:6]=1[C:7]1[CH:8]=[C:9]([C:13]([NH:17][C@@H:18]([CH2:31][C:32]2[CH:33]=[CH:34][C:35]([F:38])=[CH:36][CH:37]=2)[CH2:19][N:20]2[C:28](=[O:29])[C:27]3[C:22](=[CH:23][CH:24]=[CH:25][CH:26]=3)[C:21]2=[O:30])=[O:15])[S:10][C:11]=1[CH3:12], predict the reactants needed to synthesize it. The reactants are: [Br:1][C:2]1[CH:3]=[N:4][N:5]([CH3:16])[C:6]=1[C:7]1[CH:8]=[C:9]([C:13]([OH:15])=O)[S:10][C:11]=1[CH3:12].[NH2:17][C@@H:18]([CH2:31][C:32]1[CH:37]=[CH:36][C:35]([F:38])=[CH:34][CH:33]=1)[CH2:19][N:20]1[C:28](=[O:29])[C:27]2[C:22](=[CH:23][CH:24]=[CH:25][CH:26]=2)[C:21]1=[O:30].CC(OC(N[C@H](C(O)=O)CC1C=CC=CC=1C(F)(F)F)=O)(C)C.C1CN([P+](Br)(N2CCCC2)N2CCCC2)CC1.F[P-](F)(F)(F)(F)F.CCN(C(C)C)C(C)C. (6) Given the product [F:13][C:12]1[CH:11]=[CH:10][C:9]([OH:14])=[C:8]([CH3:15])[C:7]=1[NH:6][CH2:4][C:3]1[CH:16]=[C:17]([C:21]2[CH:26]=[CH:25][CH:24]=[C:23]([F:27])[CH:22]=2)[CH:18]=[C:19]([CH3:20])[C:2]=1[F:1], predict the reactants needed to synthesize it. The reactants are: [F:1][C:2]1[C:19]([CH3:20])=[CH:18][C:17]([C:21]2[CH:26]=[CH:25][CH:24]=[C:23]([F:27])[CH:22]=2)=[CH:16][C:3]=1[C:4]([NH:6][C:7]1[C:12]([F:13])=[CH:11][CH:10]=[C:9]([OH:14])[C:8]=1[CH3:15])=O.